From a dataset of Forward reaction prediction with 1.9M reactions from USPTO patents (1976-2016). Predict the product of the given reaction. (1) Given the reactants C[O:2][CH:3]=[C:4]([C:6]1[S:10][C:9]([C:11]2[CH:16]=[CH:15][C:14]([C:17]([F:20])([F:19])[F:18])=[CH:13][CH:12]=2)=[N:8][C:7]=1[CH3:21])[CH3:5].Cl, predict the reaction product. The product is: [CH3:21][C:7]1[N:8]=[C:9]([C:11]2[CH:16]=[CH:15][C:14]([C:17]([F:20])([F:19])[F:18])=[CH:13][CH:12]=2)[S:10][C:6]=1[CH:4]([CH3:5])[CH:3]=[O:2]. (2) Given the reactants [C:1]([C:3]1[CH:4]=[C:5]2[C:10](=[CH:11][C:12]=1[O:13][CH2:14][CH2:15][CH2:16][N:17]1[CH2:22][CH2:21]O[CH2:19][CH2:18]1)[N:9]=[CH:8][CH:7]=[C:6]2[O:23][C:24]1[CH:29]=[CH:28][C:27]([NH:30][C:31]([NH:33][C:34]2[S:35][CH:36]=[CH:37][N:38]=2)=[O:32])=[C:26]([F:39])[CH:25]=1)#[N:2].C(=O)([O-])[O-].[K+].[K+].ClCCCN(CC)CC.O, predict the reaction product. The product is: [C:1]([C:3]1[CH:4]=[C:5]2[C:10](=[CH:11][C:12]=1[O:13][CH2:14][CH2:15][CH2:16][N:17]([CH2:22][CH3:21])[CH2:18][CH3:19])[N:9]=[CH:8][CH:7]=[C:6]2[O:23][C:24]1[CH:29]=[CH:28][C:27]([NH:30][C:31]([NH:33][C:34]2[S:35][CH:36]=[CH:37][N:38]=2)=[O:32])=[C:26]([F:39])[CH:25]=1)#[N:2]. (3) Given the reactants [Cl:1][C:2]([Cl:25])([CH2:7][CH2:8][CH2:9][CH2:10][CH2:11][CH2:12][CH2:13][C:14](=[O:24])[CH2:15][CH2:16][C:17]1[CH:22]=[CH:21][C:20]([Cl:23])=[CH:19][CH:18]=1)[C:3]([O:5]C)=[O:4].CO.[OH-].[Na+].O, predict the reaction product. The product is: [Cl:25][C:2]([Cl:1])([CH2:7][CH2:8][CH2:9][CH2:10][CH2:11][CH2:12][CH2:13][C:14](=[O:24])[CH2:15][CH2:16][C:17]1[CH:18]=[CH:19][C:20]([Cl:23])=[CH:21][CH:22]=1)[C:3]([OH:5])=[O:4]. (4) Given the reactants Cl[CH2:2][CH2:3][C:4]([C:6]1[CH:11]=[CH:10][C:9]([F:12])=[CH:8][CH:7]=1)=[O:5].[S:13]1[CH:17]=[CH:16][N:15]=[C:14]1[CH:18]1[CH2:23][CH2:22][CH2:21][NH:20][CH2:19]1.C([O-])([O-])=O.[K+].[K+].[Na+].[I-], predict the reaction product. The product is: [F:12][C:9]1[CH:10]=[CH:11][C:6]([C:4](=[O:5])[CH2:3][CH2:2][N:20]2[CH2:21][CH2:22][CH2:23][CH:18]([C:14]3[S:13][CH:17]=[CH:16][N:15]=3)[CH2:19]2)=[CH:7][CH:8]=1. (5) Given the reactants [Cl:1][C@H:2]1[C@H:6]([CH2:7][CH2:8][CH2:9][CH2:10][CH2:11][CH2:12][C:13]([O:15]CCC)=[O:14])[C@@H:5](/[CH:19]=[CH:20]/[C@@H:21]([OH:28])[CH2:22][CH2:23][CH2:24][C@H:25]([OH:27])[CH3:26])[C@H:4]([OH:29])[CH2:3]1.[OH-].[Li+].CO.Cl, predict the reaction product. The product is: [Cl:1][C@H:2]1[C@H:6]([CH2:7][CH2:8][CH2:9][CH2:10][CH2:11][CH2:12][C:13]([OH:15])=[O:14])[C@@H:5](/[CH:19]=[CH:20]/[C@@H:21]([OH:28])[CH2:22][CH2:23][CH2:24][C@H:25]([OH:27])[CH3:26])[C@H:4]([OH:29])[CH2:3]1. (6) Given the reactants [C:1]([C:5]1[CH:10]=[CH:9][N:8]=[C:7]([NH:11][CH3:12])[N:6]=1)([CH3:4])([CH3:3])[CH3:2].Cl[C:14]1[CH:19]=[CH:18][N:17]=[C:16]([S:20][CH3:21])[N:15]=1.CC(C)([O-])C.[Na+].C1C=CC(P(C2C(C3C(P(C4C=CC=CC=4)C4C=CC=CC=4)=CC=C4C=3C=CC=C4)=C3C(C=CC=C3)=CC=2)C2C=CC=CC=2)=CC=1, predict the reaction product. The product is: [C:1]([C:5]1[CH:10]=[CH:9][N:8]=[C:7]([N:11]([CH3:12])[C:14]2[CH:19]=[CH:18][N:17]=[C:16]([S:20][CH3:21])[N:15]=2)[N:6]=1)([CH3:4])([CH3:2])[CH3:3]. (7) Given the reactants C[O:2][C:3]([C:5]1([CH2:18][C:19]2[CH:24]=[CH:23][CH:22]=[CH:21][CH:20]=2)[CH2:10][CH2:9][N:8]([C:11]([O:13][C:14]([CH3:17])([CH3:16])[CH3:15])=[O:12])[CH2:7][CH2:6]1)=[O:4].O.O.[OH-].[Li+].Cl, predict the reaction product. The product is: [C:14]([O:13][C:11]([N:8]1[CH2:9][CH2:10][C:5]([CH2:18][C:19]2[CH:20]=[CH:21][CH:22]=[CH:23][CH:24]=2)([C:3]([OH:4])=[O:2])[CH2:6][CH2:7]1)=[O:12])([CH3:17])([CH3:15])[CH3:16]. (8) The product is: [O:9]=[C:8]1[C:7]2[C:6](=[CH:13][CH:12]=[CH:11][CH:10]=2)[C:5](=[O:14])[N:4]1[O:3][CH2:16][C:17]([O:19][C:20]([CH3:23])([CH3:22])[CH3:21])=[O:18]. Given the reactants [H-].[Na+].[OH:3][N:4]1[C:8](=[O:9])[C:7]2=[CH:10][CH:11]=[CH:12][CH:13]=[C:6]2[C:5]1=[O:14].Br[CH2:16][C:17]([O:19][C:20]([CH3:23])([CH3:22])[CH3:21])=[O:18], predict the reaction product. (9) The product is: [F:1][C:2]1[C:3]([NH:18][C:19]2[CH:24]=[CH:23][C:22]([I:25])=[CH:21][C:20]=2[F:26])=[C:4]([CH:12]=[C:13](/[CH:16]=[N:33]/[O:32][CH2:31][CH2:30][CH2:29][S:28][CH3:27])[C:14]=1[F:15])[C:5]([NH:7][O:8][CH2:9][CH2:10][OH:11])=[O:6]. Given the reactants [F:1][C:2]1[C:3]([NH:18][C:19]2[CH:24]=[CH:23][C:22]([I:25])=[CH:21][C:20]=2[F:26])=[C:4]([CH:12]=[C:13]([CH:16]=O)[C:14]=1[F:15])[C:5]([NH:7][O:8][CH2:9][CH2:10][OH:11])=[O:6].[CH3:27][S:28][CH2:29][CH2:30][CH2:31][O:32][NH2:33], predict the reaction product. (10) The product is: [Cl:3][C:4]1[CH:5]=[C:6]([CH2:11][C:12]([O:14][CH3:1])=[O:13])[CH:7]=[CH:8][C:9]=1[Cl:10]. Given the reactants [CH3:1]O.[Cl:3][C:4]1[CH:5]=[C:6]([CH2:11][C:12]([OH:14])=[O:13])[CH:7]=[CH:8][C:9]=1[Cl:10].S(=O)(=O)(O)O, predict the reaction product.